From a dataset of Forward reaction prediction with 1.9M reactions from USPTO patents (1976-2016). Predict the product of the given reaction. (1) Given the reactants [Cl:1][C:2]1[N:7]=[C:6]([CH3:8])[C:5]([C:9]([N:11]2[CH2:16][CH2:15][N:14]([S:17]([C:20]3[CH:27]=[CH:26][C:23]([C:24]#[N:25])=[CH:22][C:21]=3[CH3:28])(=[O:19])=[O:18])[CH2:13][C@@H:12]2[CH3:29])=[O:10])=[CH:4][CH:3]=1.[NH:30]1[CH2:35][CH2:34][O:33][CH2:32][CH2:31]1, predict the reaction product. The product is: [ClH:1].[CH3:28][C:21]1[CH:22]=[C:23]([CH:26]=[CH:27][C:20]=1[S:17]([N:14]1[CH2:15][CH2:16][N:11]([C:9]([C:5]2[C:6]([CH3:8])=[N:7][C:2]([N:30]3[CH2:35][CH2:34][O:33][CH2:32][CH2:31]3)=[CH:3][CH:4]=2)=[O:10])[C@@H:12]([CH3:29])[CH2:13]1)(=[O:19])=[O:18])[C:24]#[N:25]. (2) Given the reactants [Br:1][C:2]1[S:3][C:4]2[C:10]([C:12]3[CH:17]=[CH:16][C:15]([Cl:18])=[CH:14][CH:13]=3)(O)/[C:9](=[CH:19]/[C:20]([O:22][CH2:23][CH3:24])=[O:21])/[CH:8]([CH3:25])[CH2:7][C:5]=2[N:6]=1, predict the reaction product. The product is: [Br:1][C:2]1[S:3][C:4]2[C:10]([C:12]3[CH:13]=[CH:14][C:15]([Cl:18])=[CH:16][CH:17]=3)=[C:9]([CH2:19][C:20]([O:22][CH2:23][CH3:24])=[O:21])[C:8]([CH3:25])=[CH:7][C:5]=2[N:6]=1.